The task is: Predict the reactants needed to synthesize the given product.. This data is from Full USPTO retrosynthesis dataset with 1.9M reactions from patents (1976-2016). (1) Given the product [I:1][C:2]1[CH:11]=[CH:10][CH:9]=[C:8]2[C:3]=1[CH:4]1[CH2:12][CH:7]2[CH:19]([OH:21])[CH:18]1[OH:17], predict the reactants needed to synthesize it. The reactants are: [I:1][C:2]1[CH:11]=[CH:10][CH:9]=[C:8]2[C:3]=1[CH:4]1[CH2:12][CH:7]2C=C1.C[N+]1([O-])[CH2:19][CH2:18][O:17]CC1.[O-:21][Si]([O-])=O.[Mg+2].OS([O-])=O.[Na+]. (2) The reactants are: ClCCCCC(Cl)=O.[CH3:9][O:10][C:11]1[CH:12]=[C:13]2[C:18](=[CH:19][C:20]=1[O:21][CH3:22])[N:17]=[CH:16][N:15]=[C:14]2[O:23][C:24]1[CH:30]=[CH:29][C:27]([NH2:28])=[CH:26][CH:25]=1.[Cl:31][CH2:32][CH2:33][CH2:34][CH2:35][C:36]([N:38]=[C:39]=[S:40])=[O:37]. Given the product [Cl:31][CH2:32][CH2:33][CH2:34][CH2:35][C:36]([N:38]=[C:39]=[S:40])=[O:37].[Cl:31][CH2:32][CH2:33][CH2:34][CH2:35][C:36]([NH:38][C:39]([NH:28][C:27]1[CH:29]=[CH:30][C:24]([O:23][C:14]2[C:13]3[C:18](=[CH:19][C:20]([O:21][CH3:22])=[C:11]([O:10][CH3:9])[CH:12]=3)[N:17]=[CH:16][N:15]=2)=[CH:25][CH:26]=1)=[S:40])=[O:37], predict the reactants needed to synthesize it. (3) Given the product [C:29]([NH:28][C:23]1[N:22]=[CH:21][C:20]2[C:25](=[CH:26][CH:27]=[C:18]([O:17][C:15]3[CH:14]=[CH:13][N:12]=[C:11]([C:10]([NH:9][CH3:1])=[O:45])[CH:16]=3)[CH:19]=2)[N:24]=1)(=[O:36])[C:30]1[CH:35]=[CH:34][CH:33]=[CH:32][CH:31]=1, predict the reactants needed to synthesize it. The reactants are: [C:1]([N:9](C)[C:10](=[O:45])[C:11]1[CH:16]=[C:15]([O:17][C:18]2[CH:19]=[C:20]3[C:25](=[CH:26][CH:27]=2)[N:24]=[C:23]([N:28](C(=O)C2C=CC=CC=2)[C:29](=[O:36])[C:30]2[CH:35]=[CH:34][CH:33]=[CH:32][CH:31]=2)[N:22]=[CH:21]3)[CH:14]=[CH:13][N:12]=1)(=O)C1C=CC=CC=1.[OH-].[Na+]. (4) Given the product [CH3:29][O:28][C:24](=[O:27])[CH2:25][CH2:26][N:9]1[C:8]2[CH:12]=[C:13]([CH3:17])[CH:14]=[C:15]([CH3:16])[C:7]=2[O:6][CH:5]([CH2:1][CH:2]([CH3:4])[CH3:3])[C:10]1=[O:11], predict the reactants needed to synthesize it. The reactants are: [CH2:1]([CH:5]1[C:10](=[O:11])[NH:9][C:8]2[CH:12]=[C:13]([CH3:17])[CH:14]=[C:15]([CH3:16])[C:7]=2[O:6]1)[CH:2]([CH3:4])[CH3:3].C(=O)([O-])[O-].[K+].[K+].[C:24]([O:28][CH3:29])(=[O:27])[CH:25]=[CH2:26].C(OCC)(=O)C. (5) Given the product [C:1]([C:3]1[CH:4]=[CH:5][C:6]2[O:11][C:10]([CH3:13])([CH3:12])[C@H:9]([OH:14])[C@@H:8]([N:23]([C:24]3[CH:29]=[CH:28][CH:27]=[CH:26][CH:25]=3)[CH2:22][C:19]3[N:20]=[N:21][N:17]([CH3:16])[N:18]=3)[C:7]=2[CH:15]=1)#[N:2], predict the reactants needed to synthesize it. The reactants are: [C:1]([C:3]1[CH:4]=[CH:5][C:6]2[O:11][C:10]([CH3:13])([CH3:12])[C@@H:9]3[O:14][C@@H:8]3[C:7]=2[CH:15]=1)#[N:2].[CH3:16][N:17]1[N:21]=[N:20][C:19]([CH2:22][NH:23][C:24]2[CH:29]=[CH:28][CH:27]=[CH:26][CH:25]=2)=[N:18]1. (6) Given the product [ClH:19].[Cl:19][C:20]1[CH:34]=[CH:33][C:23]([CH2:24][O:25][C:26]2[CH:31]=[CH:30][N:29]([C:2]3[CH:3]=[CH:4][C:5]4[C:9]5[CH2:10][N:11]6[CH:15]([CH2:16][C:8]=5[N:7]([CH3:17])[C:6]=4[N:18]=3)[CH2:14][CH2:13][CH2:12]6)[C:28](=[O:32])[CH:27]=2)=[C:22]([F:35])[CH:21]=1, predict the reactants needed to synthesize it. The reactants are: Br[C:2]1[CH:3]=[CH:4][C:5]2[C:9]3[CH2:10][N:11]4[CH:15]([CH2:16][C:8]=3[N:7]([CH3:17])[C:6]=2[N:18]=1)[CH2:14][CH2:13][CH2:12]4.[Cl:19][C:20]1[CH:34]=[CH:33][C:23]([CH2:24][O:25][C:26]2[CH:31]=[CH:30][NH:29][C:28](=[O:32])[CH:27]=2)=[C:22]([F:35])[CH:21]=1. (7) Given the product [O:28]1[C:27]2[CH:31]=[CH:32][C:24]([N:6]3[CH2:7][CH2:8][C:3]4([CH:1]([C:9]([N:11]5[CH2:16][CH2:15][N:14]([CH:17]6[CH2:18][CH2:19][CH2:20][CH2:21][CH2:22]6)[CH2:13][CH2:12]5)=[O:10])[CH2:2]4)[CH2:4][CH2:5]3)=[CH:25][C:26]=2[O:30][CH2:29]1, predict the reactants needed to synthesize it. The reactants are: [CH:1]1([C:9]([N:11]2[CH2:16][CH2:15][N:14]([CH:17]3[CH2:22][CH2:21][CH2:20][CH2:19][CH2:18]3)[CH2:13][CH2:12]2)=[O:10])[C:3]2([CH2:8][CH2:7][NH:6][CH2:5][CH2:4]2)[CH2:2]1.Br[C:24]1[CH:32]=[CH:31][C:27]2[O:28][CH2:29][O:30][C:26]=2[CH:25]=1. (8) Given the product [CH2:1]([CH:3]1[N:12]2[C:7](=[CH:8][C:9](=[O:18])[C:10]([C:13]([OH:15])=[O:14])=[CH:11]2)[C:6]2[CH:19]=[C:20]([O:26][CH3:27])[C:21]([CH2:23][CH2:24][CH3:25])=[CH:22][C:5]=2[CH2:4]1)[CH3:2], predict the reactants needed to synthesize it. The reactants are: [CH2:1]([CH:3]1[N:12]2[C:7](=[CH:8][C:9](=[O:18])[C:10]([C:13]([O:15]CC)=[O:14])=[CH:11]2)[C:6]2[CH:19]=[C:20]([O:26][CH3:27])[C:21]([CH2:23][CH2:24][CH3:25])=[CH:22][C:5]=2[CH2:4]1)[CH3:2].O.[OH-].[Li+].Cl. (9) Given the product [Br:29][C:30]1[CH:35]=[CH:34][C:33]([O:17][CH:15]2[CH2:16][N:13]([CH2:12][C:11]3[CH:18]=[CH:19][C:8]([C:7]([F:20])([F:6])[F:21])=[CH:9][CH:10]=3)[CH2:14]2)=[CH:32][CH:31]=1, predict the reactants needed to synthesize it. The reactants are: CS(Cl)(=O)=O.[F:6][C:7]([F:21])([F:20])[C:8]1[CH:19]=[CH:18][C:11]([CH2:12][N:13]2[CH2:16][CH:15]([OH:17])[CH2:14]2)=[CH:10][CH:9]=1.C(N(CC)CC)C.[Br:29][C:30]1[CH:35]=[CH:34][C:33](O)=[CH:32][CH:31]=1.[H-].[Na+].